Binary Classification. Given a miRNA mature sequence and a target amino acid sequence, predict their likelihood of interaction. From a dataset of Experimentally validated miRNA-target interactions with 360,000+ pairs, plus equal number of negative samples. (1) The miRNA is hsa-miR-297 with sequence AUGUAUGUGUGCAUGUGCAUG. The protein sequence of the target gene is MGLKARRAAGAAGGGGDGGGGGGGAANPAGGDAAAAGDEERKVGLAPGDVEQVTLALGAGADKDGTLLLEGGGRDEGQRRTPQGIGLLAKTPLSRPVKRNNAKYRRIQTLIYDALERPRGWALLYHALVFLIVLGCLILAVLTTFKEYETVSGDWLLLLETFAIFIFGAEFALRIWAAGCCCRYKGWRGRLKFARKPLCMLDIFVLIASVPVVAVGNQGNVLATSLRSLRFLQILRMLRMDRRGGTWKLLGSAICAHSKELITAWYIGFLTLILSSFLVYLVEKDVPEVDAQGEEMKEEF.... Result: 1 (interaction). (2) The miRNA is hsa-miR-4714-3p with sequence CCAACCUAGGUGGUCAGAGUUG. The protein sequence of the target gene is MSSNCTSTTAVAVAPLSASKTKTKKKHFVCQKVKLFRASEPILSVLMWGVNHTINELSNVPVPVMLMPDDFKAYSKIKVDNHLFNKENLPSRFKFKEYCPMVFRNLRERFGIDDQDYQNSVTRSAPINSDSQGRCGTRFLTTYDRRFVIKTVSSEDVAEMHNILKKYHQFIVECHGNTLLPQFLGMYRLTVDGVETYMVVTRNVFSHRLTVHRKYDLKGSTVAREASDKEKAKDLPTFKDNDFLNEGQKLHVGEESKKNFLEKLKRDVEFLAQLKIMDYSLLVGIHDVDRAEQEEMEVEE.... Result: 0 (no interaction). (3) The miRNA is hsa-miR-4476 with sequence CAGGAAGGAUUUAGGGACAGGC. The protein sequence of the target gene is MGKPRQNPSTLVSTLCEAEPKGKLWVNGYAGTQGTRDATLQTRLIPLSFHLQRGKGLAAPLSALSAPRLPERPADGRVAVDAQPAARSMDSDSGEQSEGEPVTAAGPDVFSSKSLALQAQKKILSKIASKTVANMLIDDTSSEIFDELYKVTKEHTHNKKEAHKIMKDLIKVAIKIGILYRNNQFSQEELVIVEKFRKKLNQTAMTIVSFYEVEYTFDRNVLSNLLHECKDLVHELVQRHLTPRTHGRINHVFNHFADVEFLSTLYSLDGDCRPNLKRICEGINKLLDEKVL. Result: 1 (interaction). (4) The miRNA is hsa-miR-6501-3p with sequence CCAGAGCAGCCUGCGGUAACAGU. The protein sequence of the target gene is MFGLDQFEPQVNSRNAGQGERNFNETGLSMNTHFKAPAFHTGGPPGPVDPAMSALGEPPILGMNMEPYGFHARGHSELHAGGLQAQPVHGFFGGQQPHHGHPGSHHPHQHHPHFGGNFGGPDPGASCLHGGRLLGYGGAAGGLGSQPPFAEGYEHMAESQGPESFGPQRPGNLPDFHSSGASSHAVPAPCLPLDQSPNRAASFHGLPSSSGSDSHSLEPRRVTNQGAVDSLEYNYPGEAPSGHFDMFSPSDSEGQLPHYAAGRQVPGGAFPGASAMPRAAGMVGLSKMHAQPPQQQPQQQ.... Result: 1 (interaction). (5) The miRNA is mmu-miR-455-3p with sequence GCAGUCCACGGGCAUAUACAC. The protein sequence of the target gene is MLEEAGEVLENMLKASCLPLGFIVFLPAVLLLVAPPLPAADAAHEFTVYRMQQYDLQGQPYGTRNAVLNTEARTMAAEVLSRRCVLMRLLDFSYEQYQKALRQSAGAVVIILPRAMAAVPQDVVRQFMEIEPEMLAMETAVPVYFAVEDEALLSIYKQTQAASASQGSASAAEVLLRTATANGFQMVTSGVQSKAVSDWLIASVEGRLTGLGGEDLPTIVIVAHYDAFGVAPWLSLGADSNGSGVSVLLELARLFSRLYTYKRTHAAYNLLFFASGGGKFNYQGTKRWLEDNLDHTDSSL.... Result: 0 (no interaction). (6) The protein sequence of the target gene is MESEYREMLLLTGLDHITEEELKRFKYFALTEFQIARSTLDVADRTELADHLIQSAGAASAVTKAINIFQKLNYMHIANALEEKKKEAERKLMTNTKKRGTQKVENRSQAENCSAASATRSDNDFKEQAATEVCPQAKPQKKQMVAEQEAIREDLQKDPLVVTVLKAINPFECETQEGRQEIFHATVATETDFFFVKVLNAQFKDKFIPKRTIKISNYLWHSNFMEVTSSSVVVDVESNHEVPNNVVKRARETPRISKLKIQPCGTIVNGLFKVQKITEEKDRVLYGIHDKTGTMEVLVL.... The miRNA is mmu-miR-331-3p with sequence GCCCCUGGGCCUAUCCUAGAA. Result: 1 (interaction).